From a dataset of hERG Central: cardiac toxicity at 1µM, 10µM, and general inhibition. Predict hERG channel inhibition at various concentrations. (1) The compound is COc1ccc(-n2nc(C(=O)N3CCC(C#N)CC3)c3c4ccccc4n(C)c3c2=O)cc1. Results: hERG_inhib (hERG inhibition (general)): blocker. (2) The molecule is COc1ccc(NC(=O)c2ccco2)cc1NC(=O)c1cccc(OC(C)C)c1. Results: hERG_inhib (hERG inhibition (general)): blocker. (3) The drug is C/C(=C\c1ccco1)CN1CCC(N2CCC(C(=O)N3CCOCC3)CC2)CC1. Results: hERG_inhib (hERG inhibition (general)): blocker. (4) The compound is CCN(CC)CCNC(=O)c1c(C)n(-c2ccccc2)c2cc(Br)c(OC)cc12. Results: hERG_inhib (hERG inhibition (general)): blocker. (5) The molecule is O=C(Cn1c(=O)c2cccn2c2ccccc21)NCCCN1CCN(c2ccc(F)cc2)CC1. Results: hERG_inhib (hERG inhibition (general)): blocker. (6) The compound is Cl.c1ccc(CN2C3=NCCCN3c3ccccc32)cc1. Results: hERG_inhib (hERG inhibition (general)): blocker. (7) The compound is Cc1cc(Br)ccc1SCC(=O)OCC(=O)N1CCN(C(=O)c2ccco2)CC1. Results: hERG_inhib (hERG inhibition (general)): blocker. (8) The compound is CCC(C)NC(=O)CSC1=Nc2ccccc2C2=NC(c3ccccc3)C(=O)N12. Results: hERG_inhib (hERG inhibition (general)): blocker.